From a dataset of Peptide-MHC class I binding affinity with 185,985 pairs from IEDB/IMGT. Regression. Given a peptide amino acid sequence and an MHC pseudo amino acid sequence, predict their binding affinity value. This is MHC class I binding data. The MHC is HLA-B73:01 with pseudo-sequence HLA-B73:01. The binding affinity (normalized) is 0.0847. The peptide sequence is MAWLFFWAI.